Dataset: Catalyst prediction with 721,799 reactions and 888 catalyst types from USPTO. Task: Predict which catalyst facilitates the given reaction. Product: [CH3:36][S:37]([O:21][CH2:20][C:7]1[N:8]([S:11]([C:14]2[CH:15]=[CH:16][CH:17]=[CH:18][CH:19]=2)(=[O:13])=[O:12])[C:9]2[C:5]([C:6]=1[CH2:22][CH2:23][CH2:24][S:25]([CH3:28])(=[O:26])=[O:27])=[CH:4][CH:3]=[C:2]([Cl:1])[CH:10]=2)(=[O:39])=[O:38]. The catalyst class is: 4. Reactant: [Cl:1][C:2]1[CH:10]=[C:9]2[C:5]([C:6]([CH2:22][CH2:23][CH2:24][S:25]([CH3:28])(=[O:27])=[O:26])=[C:7]([CH2:20][OH:21])[N:8]2[S:11]([C:14]2[CH:19]=[CH:18][CH:17]=[CH:16][CH:15]=2)(=[O:13])=[O:12])=[CH:4][CH:3]=1.C(N(CC)CC)C.[CH3:36][S:37](Cl)(=[O:39])=[O:38].C(=O)(O)[O-].[Na+].